The task is: Regression. Given two drug SMILES strings and cell line genomic features, predict the synergy score measuring deviation from expected non-interaction effect.. This data is from NCI-60 drug combinations with 297,098 pairs across 59 cell lines. Drug 1: CS(=O)(=O)C1=CC(=C(C=C1)C(=O)NC2=CC(=C(C=C2)Cl)C3=CC=CC=N3)Cl. Drug 2: CC12CCC3C(C1CCC2OP(=O)(O)O)CCC4=C3C=CC(=C4)OC(=O)N(CCCl)CCCl.[Na+]. Cell line: NCI-H322M. Synergy scores: CSS=-4.53, Synergy_ZIP=-1.70, Synergy_Bliss=-8.35, Synergy_Loewe=-11.4, Synergy_HSA=-10.4.